This data is from Full USPTO retrosynthesis dataset with 1.9M reactions from patents (1976-2016). The task is: Predict the reactants needed to synthesize the given product. (1) Given the product [CH2:30]([NH:29][C:27]1[N:26]=[C:25]([NH:33][CH2:34][C:35]#[CH:36])[N:24]=[C:23]([N:22]([CH3:37])[O:21][CH3:20])[N:28]=1)[CH3:31], predict the reactants needed to synthesize it. The reactants are: ClC1N=C(NCC)N=C(NCC#C)N=1.Cl.CONC.[CH3:20][O:21][N:22]([CH3:37])[C:23]1[N:28]=[C:27]([NH:29][CH2:30][CH2:31]C)[N:26]=[C:25]([NH:33][CH2:34][C:35]#[CH:36])[N:24]=1. (2) Given the product [C:14]([O:13][C:12](=[O:18])[N:11]([CH2:10][CH2:9][O:8][CH2:1][C:2]1[CH:7]=[CH:6][CH:5]=[CH:4][CH:3]=1)[C:19]1[S:20][C@H:21]2[O:27][C@H:26]([CH2:28][OH:29])[C@@H:25]([O:37][CH2:38][C:39]3[CH:40]=[CH:41][C:42]([O:45][CH3:46])=[CH:43][CH:44]=3)[C@H:24]([O:47][CH2:48][C:49]3[CH:50]=[CH:51][C:52]([O:55][CH3:56])=[CH:53][CH:54]=3)[C@H:22]2[N:23]=1)([CH3:17])([CH3:15])[CH3:16], predict the reactants needed to synthesize it. The reactants are: [CH2:1]([O:8][CH2:9][CH2:10][N:11]([C:19]1[S:20][C@H:21]2[O:27][C@H:26]([CH2:28][O:29][Si](C(C)(C)C)(C)C)[C@@H:25]([O:37][CH2:38][C:39]3[CH:44]=[CH:43][C:42]([O:45][CH3:46])=[CH:41][CH:40]=3)[C@H:24]([O:47][CH2:48][C:49]3[CH:54]=[CH:53][C:52]([O:55][CH3:56])=[CH:51][CH:50]=3)[C@H:22]2[N:23]=1)[C:12](=[O:18])[O:13][C:14]([CH3:17])([CH3:16])[CH3:15])[C:2]1[CH:7]=[CH:6][CH:5]=[CH:4][CH:3]=1.CCCC[N+](CCCC)(CCCC)CCCC.[F-]. (3) Given the product [CH3:26][N:27]1[C:5]([C:4]2[CH:8]=[CH:9][C:10]([N+:11]([O-:13])=[O:12])=[C:2]([CH3:1])[CH:3]=2)=[N:36][C:29]([C:30]2[CH:35]=[CH:34][CH:33]=[CH:32][N:31]=2)=[N:28]1, predict the reactants needed to synthesize it. The reactants are: [CH3:1][C:2]1[CH:3]=[C:4]([CH:8]=[CH:9][C:10]=1[N+:11]([O-:13])=[O:12])[C:5](O)=O.C(C1NC=CN=1)(C1NC=CN=1)=O.[CH3:26][NH:27][NH:28][C:29](=[NH:36])[C:30]1[CH:35]=[CH:34][CH:33]=[CH:32][N:31]=1. (4) Given the product [F:26][C:27]1[CH:32]=[CH:31][C:30]([NH:33][C:34](=[O:35])[O:18][C:15]2[CH:16]=[C:17]3[C:12]([CH2:11][CH2:10][CH2:9][N:8]3[CH2:1][C:2]3[CH:3]=[CH:4][CH:5]=[CH:6][CH:7]=3)=[CH:13][CH:14]=2)=[CH:29][CH:28]=1, predict the reactants needed to synthesize it. The reactants are: [CH2:1]([N:8]1[C:17]2[C:12](=[CH:13][CH:14]=[C:15]([OH:18])[CH:16]=2)[CH2:11][CH2:10][CH2:9]1)[C:2]1[CH:7]=[CH:6][CH:5]=[CH:4][CH:3]=1.C(N(CC)CC)C.[F:26][C:27]1[CH:32]=[CH:31][C:30]([N:33]=[C:34]=[O:35])=[CH:29][CH:28]=1. (5) Given the product [C:1]([O:5][C:6]([N:8]1[CH2:13][CH2:12][N:11]([C:14]2[CH:19]=[CH:18][C:17]([NH:20][C:28]([C:23]3[C:22]([C:31]4[CH:36]=[CH:35][CH:34]=[CH:33][CH:32]=4)=[CH:27][CH:26]=[CH:25][CH:24]=3)=[O:29])=[CH:16][C:15]=2[F:21])[CH2:10][CH2:9]1)=[O:7])([CH3:4])([CH3:2])[CH3:3], predict the reactants needed to synthesize it. The reactants are: [C:1]([O:5][C:6]([N:8]1[CH2:13][CH2:12][N:11]([C:14]2[CH:19]=[CH:18][C:17]([NH2:20])=[CH:16][C:15]=2[F:21])[CH2:10][CH2:9]1)=[O:7])([CH3:4])([CH3:3])[CH3:2].[C:22]1([C:31]2[CH:36]=[CH:35][CH:34]=[CH:33][CH:32]=2)[C:23]([C:28](O)=[O:29])=[CH:24][CH:25]=[CH:26][CH:27]=1.O.ON1C2C=CC=CC=2N=N1.Cl.CN(C)CCCN=C=NCC. (6) Given the product [Cl:1][C:2]1[CH:3]=[C:4]2[C:9](=[CH:10][CH:11]=1)[N:8]=[C:7]([CH2:12][N:29]1[C:25](=[O:35])[C:26]3[C:27](=[CH:31][CH:32]=[CH:33][CH:34]=3)[C:28]1=[O:30])[C:6]([C:14]([O:16][CH2:17][CH3:18])=[O:15])=[C:5]2[C:19]1[CH:24]=[CH:23][CH:22]=[CH:21][CH:20]=1, predict the reactants needed to synthesize it. The reactants are: [Cl:1][C:2]1[CH:3]=[C:4]2[C:9](=[CH:10][CH:11]=1)[N:8]=[C:7]([CH2:12]Cl)[C:6]([C:14]([O:16][CH2:17][CH3:18])=[O:15])=[C:5]2[C:19]1[CH:24]=[CH:23][CH:22]=[CH:21][CH:20]=1.[C:25]1(=[O:35])[NH:29][C:28](=[O:30])[C:27]2=[CH:31][CH:32]=[CH:33][CH:34]=[C:26]12.[K]. (7) The reactants are: Br[C:2]1[CH:3]([C:14]2[CH:19]=[CH:18][C:17]([O:20][CH2:21][CH2:22][N:23]3[CH2:26][CH:25]([CH2:27][F:28])[CH2:24]3)=[CH:16][CH:15]=2)[O:4][C:5]2[C:10]([C:11]=1[CH3:12])=[CH:9][C:8]([OH:13])=[CH:7][CH:6]=2.[C:29]([NH:32][C:33]1[CH:34]=[C:35](B(O)O)[CH:36]=[CH:37][CH:38]=1)(=[O:31])[CH3:30]. Given the product [F:28][CH2:27][CH:25]1[CH2:24][N:23]([CH2:22][CH2:21][O:20][C:17]2[CH:16]=[CH:15][C:14]([CH:3]3[C:2]([C:37]4[CH:38]=[C:33]([NH:32][C:29](=[O:31])[CH3:30])[CH:34]=[CH:35][CH:36]=4)=[C:11]([CH3:12])[C:10]4[C:5](=[CH:6][CH:7]=[C:8]([OH:13])[CH:9]=4)[O:4]3)=[CH:19][CH:18]=2)[CH2:26]1, predict the reactants needed to synthesize it. (8) Given the product [F:13][C:14]1[CH:21]=[CH:20][C:17]([C:18]#[N:19])=[C:16]([O:22][CH3:23])[C:15]=1[CH:24]=[O:25], predict the reactants needed to synthesize it. The reactants are: C(NC(C)C)(C)C.C([Li])CCC.[F:13][C:14]1[CH:21]=[CH:20][C:17]([C:18]#[N:19])=[C:16]([O:22][CH3:23])[CH:15]=1.[CH:24](N1CCCCC1)=[O:25].